From a dataset of Catalyst prediction with 721,799 reactions and 888 catalyst types from USPTO. Predict which catalyst facilitates the given reaction. (1) Reactant: [CH3:1][C:2]([C:4]1[CH:9]=[CH:8][C:7]([Cl:10])=[C:6]([N+:11]([O-])=O)[CH:5]=1)=[O:3].O.O.[Sn](Cl)(Cl)(Cl)Cl.[OH-].[NH4+]. Product: [C:2]([C:4]1[CH:9]=[CH:8][C:7]([Cl:10])=[C:6]([NH:11][C:4]2[CH:9]=[CH:8][CH:7]=[CH:6][CH:5]=2)[CH:5]=1)(=[O:3])[CH3:1]. The catalyst class is: 126. (2) Reactant: [F:1][C:2]1[CH:7]=[CH:6][CH:5]=[CH:4][C:3]=1[C:8]1[N:9]=[C:10]([CH:13]2[CH2:18][CH2:17][N:16](C(OC(C)(C)C)=O)[CH2:15][CH2:14]2)[S:11][CH:12]=1.Cl. Product: [F:1][C:2]1[CH:7]=[CH:6][CH:5]=[CH:4][C:3]=1[C:8]1[N:9]=[C:10]([CH:13]2[CH2:18][CH2:17][NH:16][CH2:15][CH2:14]2)[S:11][CH:12]=1. The catalyst class is: 13. (3) Reactant: [Cl:1][C:2]1[CH:11]=[CH:10][CH:9]=[C:8]2[C:3]=1[CH:4]=[CH:5][CH:6]=[C:7]2[C:12]([OH:14])=O.CN[O:17][CH3:18].C1C=C[C:22]2[N:27](O)N=NC=2C=1.CCN(C(C)C)C(C)C.CCN=C=NCCCN(C)C. Product: [CH3:18][O:17][CH2:22][NH:27][C:12]([C:7]1[C:8]2[C:3](=[C:2]([Cl:1])[CH:11]=[CH:10][CH:9]=2)[CH:4]=[CH:5][CH:6]=1)=[O:14]. The catalyst class is: 3. (4) Reactant: [CH:1]1([N:4]2[C:12]([CH3:13])=[C:11]3[C:6]([CH:7]=[CH:8][C:9]([N:14]4[CH:19]=[CH:18][C:17]([OH:20])=[CH:16][C:15]4=[O:21])=[CH:10]3)=[N:5]2)[CH2:3][CH2:2]1.Cl[CH2:23][C:24]1[S:25][CH:26]=[C:27]([C:29]([F:32])([F:31])[F:30])[CH:28]=1.C(=O)([O-])[O-].[K+].[K+]. Product: [CH:1]1([N:4]2[C:12]([CH3:13])=[C:11]3[C:6]([CH:7]=[CH:8][C:9]([N:14]4[CH:19]=[CH:18][C:17]([O:20][CH2:23][C:24]5[S:25][CH:26]=[C:27]([C:29]([F:32])([F:31])[F:30])[CH:28]=5)=[CH:16][C:15]4=[O:21])=[CH:10]3)=[N:5]2)[CH2:2][CH2:3]1. The catalyst class is: 39. (5) The catalyst class is: 7. Reactant: [O:1]1[CH:5]=[CH:4][CH:3]=[C:2]1[P:6]([O:11][CH2:12][CH3:13])(=[O:10])[O:7][CH2:8][CH3:9].[Li+].CC([N-]C(C)C)C.[CH:22](OC)=[O:23]. Product: [CH2:12]([O:11][P:6]([C:2]1[O:1][C:5]([CH:22]=[O:23])=[CH:4][CH:3]=1)([O:7][CH2:8][CH3:9])=[O:10])[CH3:13].